This data is from Peptide-MHC class I binding affinity with 185,985 pairs from IEDB/IMGT. The task is: Regression. Given a peptide amino acid sequence and an MHC pseudo amino acid sequence, predict their binding affinity value. This is MHC class I binding data. The peptide sequence is QASQEVKNW. The MHC is Mamu-A2201 with pseudo-sequence Mamu-A2201. The binding affinity (normalized) is 0.